Dataset: Full USPTO retrosynthesis dataset with 1.9M reactions from patents (1976-2016). Task: Predict the reactants needed to synthesize the given product. Given the product [F:35][C:36]1[CH:41]=[CH:40][CH:39]=[CH:38][C:37]=1[NH:42][C:43](=[O:69])[NH:44][C:45]1[CH:46]=[CH:47][C:48]([C:51]2[CH:52]=[C:53]3[C:57](=[CH:58][CH:59]=2)[C:56](=[O:60])[N:55]([C@@H:61]([CH:66]([CH3:67])[CH3:68])[C:62]([OH:64])=[O:63])[CH2:54]3)=[CH:49][CH:50]=1, predict the reactants needed to synthesize it. The reactants are: FC1C=CC(NC(=O)NC2C=CC(C3C=C4C(=CC=3)C(=O)N([C@@H](C(C)C)C(O)=O)C4)=CC=2)=CC=1.[F:35][C:36]1[CH:41]=[CH:40][CH:39]=[CH:38][C:37]=1[NH:42][C:43](=[O:69])[NH:44][C:45]1[CH:50]=[CH:49][C:48]([C:51]2[CH:52]=[C:53]3[C:57](=[CH:58][CH:59]=2)[C:56](=[O:60])[N:55]([C@@H:61]([CH:66]([CH3:68])[CH3:67])[C:62]([O:64]C)=[O:63])[CH2:54]3)=[CH:47][CH:46]=1.